From a dataset of Forward reaction prediction with 1.9M reactions from USPTO patents (1976-2016). Predict the product of the given reaction. (1) Given the reactants [O:1]=[C:2]1[CH2:7][O:6][C:5]2[CH:8]=[CH:9][C:10]([CH:12]([CH3:18])[C:13]([O:15]CC)=[O:14])=[CH:11][C:4]=2[NH:3]1.[OH-].[Na+].O.C(O)(=O)C, predict the reaction product. The product is: [O:1]=[C:2]1[CH2:7][O:6][C:5]2[CH:8]=[CH:9][C:10]([CH:12]([CH3:18])[C:13]([OH:15])=[O:14])=[CH:11][C:4]=2[NH:3]1. (2) Given the reactants Cl[C:2]1[CH:9]=[C:8]([O:10][CH3:11])[CH:7]=[CH:6][C:3]=1[C:4]#[N:5].[CH:12]([C:14]1[CH:15]=[C:16](B(O)O)[CH:17]=[CH:18][CH:19]=1)=[O:13], predict the reaction product. The product is: [CH:12]([C:14]1[CH:19]=[C:18]([C:2]2[C:3]([C:4]#[N:5])=[CH:6][CH:7]=[C:8]([O:10][CH3:11])[CH:9]=2)[CH:17]=[CH:16][CH:15]=1)=[O:13]. (3) Given the reactants [CH3:1][C:2]([CH:5]=O)([CH3:4])[CH3:3].Cl.[NH2:8][OH:9].[OH-].[Na+].CC1C=CC(S(NCl)(=O)=O)=CC=1.[C:24]([O:28][CH3:29])(=[O:27])[C:25]#[CH:26].[OH-].[NH4+], predict the reaction product. The product is: [CH3:29][O:28][C:24]([C:25]1[O:9][N:8]=[C:5]([C:2]([CH3:1])([CH3:3])[CH3:4])[CH:26]=1)=[O:27]. (4) Given the reactants [N:1]1[C:10]2[C:5](=[CH:6][CH:7]=[CH:8][CH:9]=2)[C:4]([OH:11])=[CH:3][C:2]=1[OH:12].C(O)(=O)C.[N+:17]([O-])([OH:19])=[O:18], predict the reaction product. The product is: [N+:17]([C:3]1[C:2]([OH:12])=[N:1][C:10]2[C:5]([C:4]=1[OH:11])=[CH:6][CH:7]=[CH:8][CH:9]=2)([O-:19])=[O:18]. (5) Given the reactants [Cl:1][C:2]1[CH:3]=[C:4]([CH:8]=[C:9]([O:12][CH3:13])[C:10]=1[OH:11])[C:5]([OH:7])=[O:6].[CH3:14]O, predict the reaction product. The product is: [Cl:1][C:2]1[CH:3]=[C:4]([CH:8]=[C:9]([O:12][CH3:13])[C:10]=1[OH:11])[C:5]([O:7][CH3:14])=[O:6]. (6) Given the reactants [NH2:1][C:2]1[N:7]=[CH:6][C:5]([S:8]([OH:11])(=[O:10])=[O:9])=[CH:4][CH:3]=1.[N+:12]([O-])([OH:14])=[O:13], predict the reaction product. The product is: [NH2:1][C:2]1[N:7]=[CH:6][C:5]([S:8]([OH:11])(=[O:10])=[O:9])=[CH:4][C:3]=1[N+:12]([O-:14])=[O:13]. (7) Given the reactants [N:1]#CBr.[Br:4][C:5]1[CH:10]=[CH:9][C:8]([CH2:11][NH:12][C:13]2C=CC=CC=2)=[CH:7][CH:6]=1, predict the reaction product. The product is: [Br:4][C:5]1[CH:10]=[CH:9][C:8]([CH2:11][NH:12][C:13]#[N:1])=[CH:7][CH:6]=1.